Dataset: Forward reaction prediction with 1.9M reactions from USPTO patents (1976-2016). Task: Predict the product of the given reaction. (1) Given the reactants COP(=O)OC.[C:7](=O)([O-])[O-].[K+].[K+].[F:13][C:14]1[CH:19]=[C:18]([F:20])[CH:17]=[CH:16][C:15]=1[N:21]1[C:25]([CH3:26])=[C:24]([CH:27]=O)[N:23]=[C:22]1[CH3:29], predict the reaction product. The product is: [F:13][C:14]1[CH:19]=[C:18]([F:20])[CH:17]=[CH:16][C:15]=1[N:21]1[C:25]([CH3:26])=[C:24]([C:27]#[CH:7])[N:23]=[C:22]1[CH3:29]. (2) The product is: [Cl:20][C:21]1[CH:27]=[CH:26][C:25]([O:28][CH3:29])=[CH:24][C:22]=1[NH:23][C:2]1[CH:7]=[C:6]([C:8]([F:11])([F:10])[F:9])[N:5]=[C:4]([C:12]2[CH:17]=[C:16]([Cl:18])[N:15]=[C:14]([Cl:19])[CH:13]=2)[N:3]=1. Given the reactants Cl[C:2]1[CH:7]=[C:6]([C:8]([F:11])([F:10])[F:9])[N:5]=[C:4]([C:12]2[CH:17]=[C:16]([Cl:18])[N:15]=[C:14]([Cl:19])[CH:13]=2)[N:3]=1.[Cl:20][C:21]1[CH:27]=[CH:26][C:25]([O:28][CH3:29])=[CH:24][C:22]=1[NH2:23], predict the reaction product.